This data is from Forward reaction prediction with 1.9M reactions from USPTO patents (1976-2016). The task is: Predict the product of the given reaction. (1) Given the reactants [CH3:1][O:2][C:3]1[CH:4]=[C:5]2[C:9](=[CH:10][C:11]=1[O:12][CH3:13])[N:8]([CH2:14][CH2:15][CH2:16][O:17][Si](C(C)(C)C)(C)C)[CH:7]=[C:6]2[C:25]1[N:33]([S:34]([C:37]2[CH:42]=[CH:41][C:40]([CH3:43])=[CH:39][CH:38]=2)(=[O:36])=[O:35])[C:28]2=[N:29][CH:30]=[CH:31][CH:32]=[C:27]2[CH:26]=1.[F-:44].C([N+](CCCC)(CCCC)CCCC)CCC, predict the reaction product. The product is: [CH3:1][O:2][C:3]1[CH:4]=[C:5]2[C:9](=[CH:10][C:11]=1[O:12][CH3:13])[N:8]([CH2:14][CH2:15][CH2:16][F:44])[CH:7]=[C:6]2[C:25]1[N:33]([S:34]([C:37]2[CH:42]=[CH:41][C:40]([CH3:43])=[CH:39][CH:38]=2)(=[O:36])=[O:35])[C:28]2=[N:29][CH:30]=[CH:31][CH:32]=[C:27]2[CH:26]=1.[CH3:1][O:2][C:3]1[CH:4]=[C:5]2[C:9](=[CH:10][C:11]=1[O:12][CH3:13])[N:8]([CH2:14][CH2:15][CH2:16][OH:17])[CH:7]=[C:6]2[C:25]1[N:33]([S:34]([C:37]2[CH:42]=[CH:41][C:40]([CH3:43])=[CH:39][CH:38]=2)(=[O:35])=[O:36])[C:28]2=[N:29][CH:30]=[CH:31][CH:32]=[C:27]2[CH:26]=1. (2) The product is: [Cl:19][CH2:20][C:21]1[NH:23][C:3](=[O:4])[C:5]2[CH2:6][O:7][CH2:8][CH2:9][C:10]=2[N:22]=1. Given the reactants CO[C:3]([CH:5]1[C:10](=O)[CH2:9][CH2:8][O:7][CH2:6]1)=[O:4].CCN(CC)CC.[Cl:19][CH2:20][C:21]([NH2:23])=[NH:22].C(Cl)Cl, predict the reaction product.